From a dataset of Reaction yield outcomes from USPTO patents with 853,638 reactions. Predict the reaction yield, written as a fraction of the theoretical maximum amount of product (1.0 means a 100% yield; for example, 0.34 means a 34% yield). (1) The reactants are [Cl:1][C:2]1[CH:7]=[CH:6][C:5]([S:8](Cl)(=[O:10])=[O:9])=[CH:4][CH:3]=1.Br.[Br:13][CH2:14][CH2:15][NH2:16].C(N(CC)C(C)C)(C)C. The catalyst is C(Cl)Cl. The product is [Br:13][CH2:14][CH2:15][NH:16][S:8]([C:5]1[CH:6]=[CH:7][C:2]([Cl:1])=[CH:3][CH:4]=1)(=[O:10])=[O:9]. The yield is 0.990. (2) The reactants are Br[CH2:2][C:3]1[C:4]([CH3:19])=[N:5][C:6]([C:9]2[CH:14]=[CH:13][C:12]([C:15]([CH3:18])([CH3:17])[CH3:16])=[CH:11][CH:10]=2)=[CH:7][CH:8]=1.[C:20](#[N:22])C. The catalyst is [C-]#N.C([N+](CCCC)(CCCC)CCCC)CCC. The product is [C:15]([C:12]1[CH:13]=[CH:14][C:9]([C:6]2[N:5]=[C:4]([CH3:19])[C:3]([CH2:2][C:20]#[N:22])=[CH:8][CH:7]=2)=[CH:10][CH:11]=1)([CH3:18])([CH3:17])[CH3:16]. The yield is 0.940. (3) The reactants are [Br:1][C:2]1[CH:3]=[C:4]([NH:8][CH2:9][C:10]2[CH:15]=[CH:14][CH:13]=[C:12]([O:16][C:17]([F:20])([F:19])[F:18])[CH:11]=2)[CH:5]=[CH:6][CH:7]=1.[F:21][C:22]([F:28])([F:27])S([O-])(=[O:41])=[O:41].[Yb+3].[F:21][C:22]([F:28])([F:27])S([O-])(=O)=O.[F:21][C:22]([F:28])([F:27])S([O-])(=O)=[O:41].[C:46](#N)[CH3:47]. No catalyst specified. The product is [Br:1][C:2]1[CH:3]=[C:4]([N:8]([CH2:9][C:10]2[CH:15]=[CH:14][CH:13]=[C:12]([O:16][C:17]([F:18])([F:19])[F:20])[CH:11]=2)[CH2:47][C@@H:46]([OH:41])[C:22]([F:28])([F:27])[F:21])[CH:5]=[CH:6][CH:7]=1. The yield is 0.900. (4) The reactants are Cl[C:2]1[C:3]2[CH2:11][CH2:10][CH2:9][C:4]=2[N:5]=[C:6]([NH2:8])[N:7]=1.[NH:12]1[CH2:16][CH2:15][CH:14]([NH:17][C:18](=[O:24])[O:19][C:20]([CH3:23])([CH3:22])[CH3:21])[CH2:13]1.CCN(C(C)C)C(C)C. The catalyst is CCO. The product is [NH2:8][C:6]1[N:7]=[C:2]([N:12]2[CH2:16][CH2:15][CH:14]([NH:17][C:18](=[O:24])[O:19][C:20]([CH3:22])([CH3:21])[CH3:23])[CH2:13]2)[C:3]2[CH2:11][CH2:10][CH2:9][C:4]=2[N:5]=1. The yield is 0.900. (5) The reactants are [F:1][C:2]([F:32])([F:31])[C:3]1[CH:8]=[CH:7][N:6]=[C:5]([NH:9][C:10]2[CH:11]=[C:12]([C:22]3[S:26][C:25]([C:27]([OH:30])([CH3:29])[CH3:28])=[N:24][CH:23]=3)[CH:13]=[C:14]([C:16]#[C:17][Si](C)(C)C)[CH:15]=2)[N:4]=1.CCCC[N+](CCCC)(CCCC)CCCC.[F-]. The catalyst is C1COCC1. The product is [C:16]([C:14]1[CH:13]=[C:12]([C:22]2[S:26][C:25]([C:27]([OH:30])([CH3:28])[CH3:29])=[N:24][CH:23]=2)[CH:11]=[C:10]([NH:9][C:5]2[N:4]=[C:3]([C:2]([F:32])([F:31])[F:1])[CH:8]=[CH:7][N:6]=2)[CH:15]=1)#[CH:17]. The yield is 0.740. (6) The catalyst is O1CCOCC1.O.CCOC(C)=O.C1C=CC([P]([Pd]([P](C2C=CC=CC=2)(C2C=CC=CC=2)C2C=CC=CC=2)([P](C2C=CC=CC=2)(C2C=CC=CC=2)C2C=CC=CC=2)[P](C2C=CC=CC=2)(C2C=CC=CC=2)C2C=CC=CC=2)(C2C=CC=CC=2)C2C=CC=CC=2)=CC=1. The product is [O:19]=[C:15]1[CH2:14][O:13][C:12]2[CH:11]=[CH:10][C:9]([CH:1]=[O:25])=[N:18][C:17]=2[NH:16]1. The yield is 0.430. The reactants are [CH:1]([C:9]1[CH:10]=[CH:11][C:12]2[O:13][CH2:14][C:15](=[O:19])[NH:16][C:17]=2[N:18]=1)=CC1C=CC=CC=1.BrC1C=CC2[O:25]CC(=O)NC=2N=1.C1(/C=C/B(O)O)C=CC=CC=1.C([O-])([O-])=O.[K+].[K+]. (7) The reactants are Cl[C:2]1[CH:7]=[C:6]([C:8]([F:11])([F:10])[F:9])[N:5]=[C:4]([O:12][CH:13]2[CH2:17][CH2:16][CH2:15][CH2:14]2)[N:3]=1.CC1(C)C(C)(C)OB([CH2:26][C:27]2[CH:32]=[CH:31][C:30]([CH2:33][C:34]([O:36][CH3:37])=[O:35])=[CH:29][CH:28]=2)O1.C([O-])([O-])=O.[Na+].[Na+].O1CCOCC1. The catalyst is C1C=CC(P(C2C=CC=CC=2)[C-]2C=CC=C2)=CC=1.C1C=CC(P(C2C=CC=CC=2)[C-]2C=CC=C2)=CC=1.Cl[Pd]Cl.[Fe+2].O. The product is [CH:13]1([O:12][C:4]2[N:3]=[C:2]([CH2:26][C:27]3[CH:28]=[CH:29][C:30]([CH2:33][C:34]([O:36][CH3:37])=[O:35])=[CH:31][CH:32]=3)[CH:7]=[C:6]([C:8]([F:11])([F:10])[F:9])[N:5]=2)[CH2:17][CH2:16][CH2:15][CH2:14]1. The yield is 0.670. (8) The reactants are [CH2:1]([N:8]1[CH2:14][C:13]2[N:15]=[CH:16][C:17]([NH2:19])=[N:18][C:12]=2[O:11][CH2:10][CH2:9]1)[C:2]1[CH:7]=[CH:6][CH:5]=[CH:4][CH:3]=1.[CH3:20][C:21](=O)[CH2:22][CH2:23][C:24](=O)[CH3:25].C(O)(=O)C.C1(C)C=CC=CC=1. The catalyst is C(OCC)(=O)C. The product is [CH2:1]([N:8]1[CH2:14][C:13]2[N:15]=[CH:16][C:17]([N:19]3[C:24]([CH3:25])=[CH:23][CH:22]=[C:21]3[CH3:20])=[N:18][C:12]=2[O:11][CH2:10][CH2:9]1)[C:2]1[CH:3]=[CH:4][CH:5]=[CH:6][CH:7]=1. The yield is 0.460.